This data is from Reaction yield outcomes from USPTO patents with 853,638 reactions. The task is: Predict the reaction yield, written as a fraction of the theoretical maximum amount of product (1.0 means a 100% yield; for example, 0.34 means a 34% yield). (1) The reactants are [NH2:1][C:2]1[CH:13]=[C:6]2[C:7]([O:9]C(=O)[NH:11][C:5]2=[CH:4][CH:3]=1)=O.C(N(CC)CC)C.[CH2:21]([O:28][CH2:29][C:30](Cl)=[O:31])[C:22]1[CH:27]=[CH:26][CH:25]=[CH:24][CH:23]=1.Cl.[NH2:34][CH:35]1[CH2:40][CH2:39][C:38](=[O:41])[NH:37][C:36]1=[O:42].C(O)(=O)C. The catalyst is O. The product is [NH2:11][C:5]1[CH:4]=[CH:3][C:2]([NH:1][C:30](=[O:31])[CH2:29][O:28][CH2:21][C:22]2[CH:27]=[CH:26][CH:25]=[CH:24][CH:23]=2)=[CH:13][C:6]=1[C:7]([NH:34][CH:35]1[CH2:40][CH2:39][C:38](=[O:41])[NH:37][C:36]1=[O:42])=[O:9]. The yield is 0.120. (2) The reactants are O[C@:2]12[CH2:19][CH2:18][C@@:16]3([CH3:17])[C@@H:12]([CH2:13][CH2:14][C:15]3=[O:20])[C@@H:11]1[CH2:10][CH2:9][C@H:8]1[C@:3]2([CH3:22])[CH2:4][CH2:5][C:6](=[O:21])[CH2:7]1.S(=O)(=O)(O)O. The catalyst is C(Cl)Cl. The product is [CH3:17][C@:16]12[CH2:18][CH:19]=[C:2]3[C@@H:11]([CH2:10][CH2:9][C@H:8]4[C@:3]3([CH3:22])[CH2:4][CH2:5][C:6](=[O:21])[CH2:7]4)[C@@H:12]1[CH2:13][CH2:14][C:15]2=[O:20]. The yield is 0.940.